From a dataset of Forward reaction prediction with 1.9M reactions from USPTO patents (1976-2016). Predict the product of the given reaction. (1) Given the reactants CS([C:4]1[N:9]=[CH:8][C:7]2=[CH:10][CH:11]=[C:12]([C:13]3[CH:14]=[C:15]([CH:23]=[CH:24][CH:25]=3)[CH2:16][N:17]([CH3:22])[S:18]([CH3:21])(=[O:20])=[O:19])[N:6]2[N:5]=1)=O.[NH2:26][C:27]1[CH:28]=[C:29]([CH:34]=[CH:35][CH:36]=1)[NH:30][C:31](=[O:33])[CH3:32], predict the reaction product. The product is: [CH3:21][S:18]([N:17]([CH2:16][C:15]1[CH:14]=[C:13]([C:12]2[N:6]3[C:7]([CH:8]=[N:9][C:4]([NH:26][C:27]4[CH:28]=[C:29]([NH:30][C:31](=[O:33])[CH3:32])[CH:34]=[CH:35][CH:36]=4)=[N:5]3)=[CH:10][CH:11]=2)[CH:25]=[CH:24][CH:23]=1)[CH3:22])(=[O:20])=[O:19]. (2) Given the reactants O[C:2]([C:5]1[CH:35]=[CH:34][C:8]([CH2:9][N:10]2[C:18]3[C:13](=[CH:14][C:15]([CH:19]=[C:20]4[S:24][C:23]([N:25]5[CH2:30][CH2:29][O:28][CH:27]([CH2:31][OH:32])[CH2:26]5)=[N:22][C:21]4=[O:33])=[CH:16][CH:17]=3)[CH:12]=[N:11]2)=[C:7]([C:36]([F:39])([F:38])[F:37])[CH:6]=1)([CH3:4])[CH3:3].C(O)(C(F)(F)F)=O, predict the reaction product. The product is: [OH:32][CH2:31][C@@H:27]1[O:28][CH2:29][CH2:30][N:25]([C:23]2[S:24][C:20](=[CH:19][C:15]3[CH:14]=[C:13]4[C:18](=[CH:17][CH:16]=3)[N:10]([CH2:9][C:8]3[CH:34]=[CH:35][C:5]([C:2]([CH3:4])=[CH2:3])=[CH:6][C:7]=3[C:36]([F:37])([F:39])[F:38])[N:11]=[CH:12]4)[C:21](=[O:33])[N:22]=2)[CH2:26]1. (3) Given the reactants [Br:1][C:2]1[CH:3]=[C:4]([CH:8]=[CH:9][C:10]2[CH:17]=[CH:16][C:13]([C:14]#[N:15])=[C:12](Cl)[N:11]=2)[CH:5]=[CH:6][CH:7]=1.[CH3:19][O:20][C:21]1[CH:28]=[CH:27][C:24]([CH2:25][NH2:26])=[CH:23][CH:22]=1, predict the reaction product. The product is: [Br:1][C:2]1[CH:3]=[C:4]([CH:8]=[CH:9][C:10]2[CH:17]=[CH:16][C:13]([C:14]#[N:15])=[C:12]([NH:26][CH2:25][C:24]3[CH:27]=[CH:28][C:21]([O:20][CH3:19])=[CH:22][CH:23]=3)[N:11]=2)[CH:5]=[CH:6][CH:7]=1.